The task is: Regression. Given a peptide amino acid sequence and an MHC pseudo amino acid sequence, predict their binding affinity value. This is MHC class I binding data.. This data is from Peptide-MHC class I binding affinity with 185,985 pairs from IEDB/IMGT. (1) The peptide sequence is STCFKLMLK. The MHC is HLA-A68:01 with pseudo-sequence HLA-A68:01. The binding affinity (normalized) is 0.954. (2) The peptide sequence is QARRMVQAM. The MHC is HLA-B08:01 with pseudo-sequence HLA-B08:01. The binding affinity (normalized) is 0.587. (3) The peptide sequence is RHILMQGVY. The MHC is Mamu-B17 with pseudo-sequence Mamu-B17. The binding affinity (normalized) is 0.555. (4) The peptide sequence is LPSDFKTIL. The MHC is HLA-B53:01 with pseudo-sequence HLA-B53:01. The binding affinity (normalized) is 0.917. (5) The MHC is HLA-A03:01 with pseudo-sequence HLA-A03:01. The binding affinity (normalized) is 0.320. The peptide sequence is GINWKHPKR. (6) The peptide sequence is RLLHCVTESY. The MHC is HLA-A31:01 with pseudo-sequence HLA-A31:01. The binding affinity (normalized) is 0.682. (7) The peptide sequence is VVNVYVKF. The MHC is Mamu-B52 with pseudo-sequence Mamu-B52. The binding affinity (normalized) is 0.344. (8) The peptide sequence is DRNELFTKFI. The MHC is H-2-Db with pseudo-sequence H-2-Db. The binding affinity (normalized) is 0.